This data is from Reaction yield outcomes from USPTO patents with 853,638 reactions. The task is: Predict the reaction yield, written as a fraction of the theoretical maximum amount of product (1.0 means a 100% yield; for example, 0.34 means a 34% yield). (1) The reactants are [C:1]([CH2:3][C:4]([NH2:6])=[O:5])#[N:2].CC([O-])(C)C.[K+].[CH3:13][CH:14]([CH3:20])[CH:15]=[CH:16][C:17](=O)[CH3:18].N#N.O=O. The catalyst is CS(C)=O.O.Cl. The product is [CH3:18][C:17]1[NH:6][C:4](=[O:5])[C:3]([C:1]#[N:2])=[C:15]([CH:14]([CH3:20])[CH3:13])[CH:16]=1. The yield is 0.400. (2) The reactants are Cl.Cl.[F:3][C:4]1[CH:5]=[CH:6][C:7]2[N:11]=[C:10]([C@@H:12]([NH2:14])[CH3:13])[N:9]([C:15]3[CH:20]=[CH:19][CH:18]=[CH:17][CH:16]=3)[C:8]=2[CH:21]=1.Cl[C:23]1[C:28]([C:29]#[N:30])=[C:27]([CH3:31])[N:26]=[CH:25][CH:24]=1.C(N(C(C)C)CC)(C)C. The yield is 0.240. The product is [F:3][C:4]1[CH:5]=[CH:6][C:7]2[N:11]=[C:10]([C@@H:12]([NH:14][C:23]3[C:28]([C:29]#[N:30])=[C:27]([CH3:31])[N:26]=[CH:25][CH:24]=3)[CH3:13])[N:9]([C:15]3[CH:16]=[CH:17][CH:18]=[CH:19][CH:20]=3)[C:8]=2[CH:21]=1. The catalyst is C(O)(C)C.CCOC(C)=O.